This data is from Reaction yield outcomes from USPTO patents with 853,638 reactions. The task is: Predict the reaction yield, written as a fraction of the theoretical maximum amount of product (1.0 means a 100% yield; for example, 0.34 means a 34% yield). (1) The reactants are [CH3:1][C:2]1[O:3][C:4]2[CH:10]=[C:9](B3OC(C)(C)C(C)(C)O3)[CH:8]=[CH:7][C:5]=2[N:6]=1.[Cl:20][C:21]1[N:22]=[C:23]([Cl:39])[C:24]2[C:29](I)=[CH:28][N:27]([CH2:31][O:32][CH2:33][CH2:34][Si:35]([CH3:38])([CH3:37])[CH3:36])[C:25]=2[N:26]=1.C(=O)([O-])[O-].[Na+].[Na+].ClCCl. The catalyst is O.O1CCOCC1. The product is [Cl:20][C:21]1[N:22]=[C:23]([Cl:39])[C:24]2[C:29]([C:9]3[CH:8]=[CH:7][C:5]4[N:6]=[C:2]([CH3:1])[O:3][C:4]=4[CH:10]=3)=[CH:28][N:27]([CH2:31][O:32][CH2:33][CH2:34][Si:35]([CH3:37])([CH3:36])[CH3:38])[C:25]=2[N:26]=1. The yield is 0.580. (2) The product is [CH:1]1([N:6]2[C:15]3[N:14]=[C:13]([NH:16][C:17]4[CH:25]=[CH:24][C:20]([C:21]([NH:63][CH:64]5[CH2:68][CH2:67][N:66]([C:69]([O:71][C:72]([CH3:75])([CH3:74])[CH3:73])=[O:70])[CH2:65]5)=[O:23])=[CH:19][C:18]=4[O:26][CH3:27])[N:12]=[CH:11][C:10]=3[N:9]([CH3:28])[C:8](=[O:29])[C@H:7]2[CH2:30][CH3:31])[CH2:2][CH2:3][CH2:4][CH2:5]1. The reactants are [CH:1]1([N:6]2[C:15]3[N:14]=[C:13]([NH:16][C:17]4[CH:25]=[CH:24][C:20]([C:21]([OH:23])=O)=[CH:19][C:18]=4[O:26][CH3:27])[N:12]=[CH:11][C:10]=3[N:9]([CH3:28])[C:8](=[O:29])[C@H:7]2[CH2:30][CH3:31])[CH2:5][CH2:4][CH2:3][CH2:2]1.CN(C(ON1N=NC2C=CC=CC1=2)=[N+](C)C)C.[B-](F)(F)(F)F.CCN(C(C)C)C(C)C.[NH2:63][CH:64]1[CH2:68][CH2:67][N:66]([C:69]([O:71][C:72]([CH3:75])([CH3:74])[CH3:73])=[O:70])[CH2:65]1. The yield is 0.780. The catalyst is C(Cl)Cl. (3) The reactants are [CH3:1][C@@H:2]1[CH2:7][CH2:6][C@H:5]([O:8][C:9]2[C:10]([C:21]([F:24])([F:23])[F:22])=[C:11]3[C:16](=[CH:17][CH:18]=2)[CH:15]=[C:14]([CH:19]=[O:20])[CH:13]=[CH:12]3)[CH2:4][CH2:3]1.[CH2:25]1COC[CH2:26]1.CC(C)=O.C(=O)=O.CC[Mg+].[Br-].CCOCC. No catalyst specified. The product is [CH3:1][C@@H:2]1[CH2:3][CH2:4][C@H:5]([O:8][C:9]2[C:10]([C:21]([F:22])([F:23])[F:24])=[C:11]3[C:16](=[CH:17][CH:18]=2)[CH:15]=[C:14]([CH:19]([OH:20])[CH2:25][CH3:26])[CH:13]=[CH:12]3)[CH2:6][CH2:7]1. The yield is 0.640. (4) The reactants are C[O:2][C:3]([C:5]1[CH:25]=[CH:24][C:8]2[N:9]=[C:10]([CH2:12][O:13][C:14]3[CH:19]=[CH:18][C:17]([C:20]([CH3:23])([CH3:22])[CH3:21])=[CH:16][CH:15]=3)[O:11][C:7]=2[CH:6]=1)=[O:4].[Br-].[Al+3].[Br-].[Br-].O.Cl. The catalyst is CSC.ClCCl. The product is [C:20]([C:17]1[CH:18]=[CH:19][C:14]([O:13][CH2:12][C:10]2[O:11][C:7]3[CH:6]=[C:5]([C:3]([OH:4])=[O:2])[CH:25]=[CH:24][C:8]=3[N:9]=2)=[CH:15][CH:16]=1)([CH3:23])([CH3:21])[CH3:22]. The yield is 0.777. (5) The reactants are [C:1]1([C:7]2[C:11]([C:12](O)=[O:13])=[C:10]([C:15]([F:18])([F:17])[F:16])[O:9][N:8]=2)[CH:6]=[CH:5][CH:4]=[CH:3][CH:2]=1.C(N(CC)CC)C.C(OC(Cl)=O)C.[BH4-].[Na+]. The catalyst is C1COCC1.O.Cl. The product is [C:1]1([C:7]2[C:11]([CH2:12][OH:13])=[C:10]([C:15]([F:17])([F:18])[F:16])[O:9][N:8]=2)[CH:2]=[CH:3][CH:4]=[CH:5][CH:6]=1. The yield is 0.660.